From a dataset of Reaction yield outcomes from USPTO patents with 853,638 reactions. Predict the reaction yield, written as a fraction of the theoretical maximum amount of product (1.0 means a 100% yield; for example, 0.34 means a 34% yield). The reactants are [C:1]1([NH:7]N)[CH:6]=[CH:5][CH:4]=[CH:3][CH:2]=1.[N+:9]([C:12]1[CH:17]=[CH:16][C:15]([CH2:18][C:19]([C:21]2[CH:26]=[CH:25][CH:24]=[CH:23][CH:22]=2)=O)=[CH:14][CH:13]=1)([O-:11])=[O:10].S(=O)(=O)(O)O.C(OCC)(=O)C.CCCCCCC. The catalyst is C(O)C. The product is [N+:9]([C:12]1[CH:17]=[CH:16][C:15]([C:18]2[C:6]3[C:1](=[CH:2][CH:3]=[CH:4][CH:5]=3)[NH:7][C:19]=2[C:21]2[CH:26]=[CH:25][CH:24]=[CH:23][CH:22]=2)=[CH:14][CH:13]=1)([O-:11])=[O:10]. The yield is 0.710.